Dataset: Peptide-MHC class II binding affinity with 134,281 pairs from IEDB. Task: Regression. Given a peptide amino acid sequence and an MHC pseudo amino acid sequence, predict their binding affinity value. This is MHC class II binding data. (1) The peptide sequence is QTPGVCKELLNYCVS. The MHC is DRB1_0101 with pseudo-sequence DRB1_0101. The binding affinity (normalized) is 0.809. (2) The peptide sequence is GFIGLCKTLGSRCVR. The MHC is DRB1_0901 with pseudo-sequence DRB1_0901. The binding affinity (normalized) is 0.606. (3) The peptide sequence is ASVIPPARLFKAFVL. The MHC is DRB4_0101 with pseudo-sequence DRB4_0103. The binding affinity (normalized) is 0.685.